The task is: Predict the product of the given reaction.. This data is from Forward reaction prediction with 1.9M reactions from USPTO patents (1976-2016). (1) Given the reactants C([O:3][C:4]1[C:13]2[C:8](=[CH:9][C:10]([O:32]C)=[C:11]([C:14]3[N:19]=[N:18][C:17]([N:20]([CH3:31])[CH:21]4[CH2:26][C:25]([CH3:28])([CH3:27])[NH:24][C:23]([CH3:30])([CH3:29])[CH2:22]4)=[CH:16][CH:15]=3)[CH:12]=2)[CH:7]=[CH:6][N:5]=1)C.C1(S)C=CC=CC=1, predict the reaction product. The product is: [CH3:31][N:20]([CH:21]1[CH2:26][C:25]([CH3:28])([CH3:27])[NH:24][C:23]([CH3:30])([CH3:29])[CH2:22]1)[C:17]1[N:18]=[N:19][C:14]([C:11]2[CH:12]=[C:13]3[C:8]([CH:7]=[CH:6][N:5]=[C:4]3[OH:3])=[CH:9][C:10]=2[OH:32])=[CH:15][CH:16]=1. (2) Given the reactants [Cl:1][C:2]1[CH:3]=[C:4]([C:9]([NH:11][C:12]2[CH:16]=[C:15]([CH3:17])[N:14]([CH2:18][C:19]3[CH:24]=[C:23]([Cl:25])[CH:22]=[CH:21][C:20]=3[O:26][CH2:27][CH:28]([CH3:30])[CH3:29])[N:13]=2)=[O:10])[CH:5]=[N:6][C:7]=1Cl.[CH3:31][N:32]1[CH2:37][CH2:36][NH:35][CH2:34][CH2:33]1, predict the reaction product. The product is: [ClH:1].[Cl:1][C:2]1[CH:3]=[C:4]([C:9]([NH:11][C:12]2[CH:16]=[C:15]([CH3:17])[N:14]([CH2:18][C:19]3[CH:24]=[C:23]([Cl:25])[CH:22]=[CH:21][C:20]=3[O:26][CH2:27][CH:28]([CH3:29])[CH3:30])[N:13]=2)=[O:10])[CH:5]=[N:6][C:7]=1[N:35]1[CH2:36][CH2:37][N:32]([CH3:31])[CH2:33][CH2:34]1. (3) Given the reactants [CH2:1]([O:3][C:4]1[CH:9]=[CH:8][C:7]([S:10]([N:13]2[CH2:18][CH2:17][N:16]([CH3:19])[CH2:15][CH2:14]2)(=[O:12])=[O:11])=[CH:6][C:5]=1[C:20]1[NH:25][C:24](=[O:26])[C:23]2=[C:27]([CH3:33])[N:28]=[C:29]([CH2:30][CH2:31][CH3:32])[N:22]2[N:21]=1)[CH3:2].[ClH:34], predict the reaction product. The product is: [ClH:34].[CH2:1]([O:3][C:4]1[CH:9]=[CH:8][C:7]([S:10]([N:13]2[CH2:14][CH2:15][N:16]([CH3:19])[CH2:17][CH2:18]2)(=[O:12])=[O:11])=[CH:6][C:5]=1[C:20]1[NH:25][C:24](=[O:26])[C:23]2=[C:27]([CH3:33])[N:28]=[C:29]([CH2:30][CH2:31][CH3:32])[N:22]2[N:21]=1)[CH3:2]. (4) Given the reactants [NH:1]1[CH2:6][CH2:5][O:4][CH2:3][CH2:2]1.[Br:7][C:8]1[CH:13]=[CH:12][C:11]([S:14]([CH3:17])(=[O:16])=[O:15])=[C:10]([N+]([O-])=O)[CH:9]=1, predict the reaction product. The product is: [Br:7][C:8]1[CH:9]=[CH:10][C:11]([S:14]([CH3:17])(=[O:16])=[O:15])=[C:12]([N:1]2[CH2:6][CH2:5][O:4][CH2:3][CH2:2]2)[CH:13]=1. (5) Given the reactants [C:1]1([N:7]2[C:11]([CH2:12][CH2:13][CH:14]=O)=[CH:10][C:9]([CH2:16][CH2:17][CH3:18])=[N:8]2)[CH:6]=[CH:5][CH:4]=[CH:3][CH:2]=1.[F:19][C:20]1[CH:25]=[CH:24][CH:23]=[CH:22][C:21]=1[N:26]1[CH2:31][CH2:30][NH:29][CH2:28][CH2:27]1.CCN(C(C)C)C(C)C.[BH-](OC(C)=O)(OC(C)=O)OC(C)=O.[Na+], predict the reaction product. The product is: [F:19][C:20]1[CH:25]=[CH:24][CH:23]=[CH:22][C:21]=1[N:26]1[CH2:31][CH2:30][N:29]([CH2:14][CH2:13][CH2:12][C:11]2[N:7]([C:1]3[CH:6]=[CH:5][CH:4]=[CH:3][CH:2]=3)[N:8]=[C:9]([CH2:16][CH2:17][CH3:18])[CH:10]=2)[CH2:28][CH2:27]1.